The task is: Predict which catalyst facilitates the given reaction.. This data is from Catalyst prediction with 721,799 reactions and 888 catalyst types from USPTO. (1) Reactant: [Cl:1][C:2]1[CH:7]=[CH:6][C:5]([C:8]2[S:9][CH:10]=[C:11]([CH2:13][S:14][C:15]3[C:24]([C:25]#[N:26])=[C:23]([C:27]4[CH:32]=[CH:31][C:30]([O:33][CH2:34][C@@H:35]([OH:38])[CH2:36][OH:37])=[CH:29][CH:28]=4)[C:22]4[C:21](=[O:39])[CH2:20][CH2:19][CH2:18][C:17]=4[N:16]=3)[N:12]=2)=[CH:4][CH:3]=1.[BH4-].[Na+]. Product: [Cl:1][C:2]1[CH:7]=[CH:6][C:5]([C:8]2[S:9][CH:10]=[C:11]([CH2:13][S:14][C:15]3[C:24]([C:25]#[N:26])=[C:23]([C:27]4[CH:28]=[CH:29][C:30]([O:33][CH2:34][C@@H:35]([OH:38])[CH2:36][OH:37])=[CH:31][CH:32]=4)[C:22]4[CH:21]([OH:39])[CH2:20][CH2:19][CH2:18][C:17]=4[N:16]=3)[N:12]=2)=[CH:4][CH:3]=1. The catalyst class is: 87. (2) Reactant: [CH2:1]([O:3][C:4](=[O:15])[C:5]1[CH:10]=[CH:9][C:8](Cl)=[C:7]([N+:12]([O-:14])=[O:13])[CH:6]=1)[CH3:2].C(N(CC)CC)C.Cl.[NH2:24][C@H:25]1[CH2:30][CH2:29][C@H:28]([OH:31])[CH2:27][CH2:26]1.CO. Product: [CH2:1]([O:3][C:4](=[O:15])[C:5]1[CH:10]=[CH:9][C:8]([NH:24][C@H:25]2[CH2:30][CH2:29][C@H:28]([OH:31])[CH2:27][CH2:26]2)=[C:7]([N+:12]([O-:14])=[O:13])[CH:6]=1)[CH3:2]. The catalyst class is: 47. (3) Reactant: [CH:1]1[C:13]2[C:12](C3C=CC(O)=CC=3)(C3C=CC(O)=CC=3)[C:11]3[C:6](=[CH:7][CH:8]=[CH:9][CH:10]=3)[C:5]=2[CH:4]=[CH:3][CH:2]=1.C(Br)C=C.C([O-])([O-])=O.[K+].[K+]. Product: [CH:1]1[C:13]2[CH2:12][C:11]3[C:6](=[CH:7][CH:8]=[CH:9][CH:10]=3)[C:5]=2[CH:4]=[CH:3][CH:2]=1. The catalyst class is: 21. (4) Reactant: [CH3:1][C:2]1([CH3:17])[C:6](OS(C(F)(F)F)(=O)=O)=[CH:5][C:4]([CH3:16])([CH3:15])[O:3]1.[B:18]1([B:18]2[O:23][CH2:22][C:21]([CH3:25])([CH3:24])[CH2:20][O:19]2)[O:23][CH2:22][C:21]([CH3:25])([CH3:24])[CH2:20][O:19]1.C([O-])(=O)C.[K+]. Product: [CH3:24][C:21]1([CH3:25])[CH2:22][O:23][B:18]([C:6]2[C:2]([CH3:17])([CH3:1])[O:3][C:4]([CH3:16])([CH3:15])[CH:5]=2)[O:19][CH2:20]1. The catalyst class is: 75. (5) Reactant: Cl[C:2]1[N:7]=[C:6]([NH:8][C@H:9]([C:11]2[C:16]([F:17])=[CH:15][C:14]([F:18])=[CH:13][N:12]=2)[CH3:10])[N:5]=[C:4]([NH:19][C:20]2[N:21]=[CH:22][N:23]([CH3:25])[CH:24]=2)[N:3]=1.CCN(C(C)C)C(C)C.[CH3:35][O:36][CH:37]1[CH2:40][NH:39][CH2:38]1. The catalyst class is: 8. Product: [F:17][C:16]1[C:11]([C@@H:9]([NH:8][C:6]2[N:5]=[C:4]([NH:19][C:20]3[N:21]=[CH:22][N:23]([CH3:25])[CH:24]=3)[N:3]=[C:2]([N:39]3[CH2:40][CH:37]([O:36][CH3:35])[CH2:38]3)[N:7]=2)[CH3:10])=[N:12][CH:13]=[C:14]([F:18])[CH:15]=1. (6) The catalyst class is: 67. Product: [F:1][C:2]1[C:3]([CH3:26])=[C:4]([C:8]2([C:22]([O:24][CH3:25])=[O:23])[CH2:9][CH2:10][C:11](=[O:14])[CH2:12][CH2:13]2)[CH:5]=[CH:6][CH:7]=1. Reactant: [F:1][C:2]1[C:3]([CH3:26])=[C:4]([C:8]2([C:22]([O:24][CH3:25])=[O:23])[CH2:13][CH2:12][C:11]([OH:14])=[C:10](C(OC(C)(C)C)=O)[CH2:9]2)[CH:5]=[CH:6][CH:7]=1.